From a dataset of Reaction yield outcomes from USPTO patents with 853,638 reactions. Predict the reaction yield, written as a fraction of the theoretical maximum amount of product (1.0 means a 100% yield; for example, 0.34 means a 34% yield). (1) The reactants are Br[C:2]1[C:3](=[O:18])[C:4]([CH3:17])([CH3:16])[O:5][C:6]=1[C:7]1[CH:12]=[CH:11][C:10]([N+:13]([O-:15])=[O:14])=[CH:9][CH:8]=1.CC1(C)C(C)(C)OB([C:27]2[CH:44]=[CH:43][C:30]([O:31][CH2:32][C:33]3[CH:42]=[CH:41][C:40]4[C:35](=[CH:36][CH:37]=[CH:38][CH:39]=4)[N:34]=3)=[CH:29][CH:28]=2)O1.C([O-])([O-])=O.[Cs+].[Cs+]. The catalyst is C1(C)C=CC=CC=1.O. The product is [CH3:16][C:4]1([CH3:17])[C:3](=[O:18])[C:2]([C:27]2[CH:28]=[CH:29][C:30]([O:31][CH2:32][C:33]3[CH:42]=[CH:41][C:40]4[C:35](=[CH:36][CH:37]=[CH:38][CH:39]=4)[N:34]=3)=[CH:43][CH:44]=2)=[C:6]([C:7]2[CH:12]=[CH:11][C:10]([N+:13]([O-:15])=[O:14])=[CH:9][CH:8]=2)[O:5]1. The yield is 0.540. (2) The catalyst is CC(=O)CC. The reactants are [NH:1]1[CH2:6][CH2:5][NH:4][CH2:3][CH2:2]1.Br[CH2:8][CH2:9][O:10][C:11]1[CH:16]=[CH:15][C:14]([F:17])=[CH:13][C:12]=1[F:18].C([O-])([O-])=O.[K+].[K+]. The product is [F:18][C:12]1[CH:13]=[C:14]([F:17])[CH:15]=[CH:16][C:11]=1[O:10][CH2:9][CH2:8][N:1]1[CH2:6][CH2:5][NH:4][CH2:3][CH2:2]1. The yield is 0.730. (3) The reactants are [F:1][C:2]1[CH:3]=[C:4]([C:10]2[CH2:14][O:13][C:12](=[O:15])[C:11]=2[C:16]2[CH:21]=[CH:20][CH:19]=[CH:18][CH:17]=2)[CH:5]=[CH:6][C:7]=1[S:8][CH3:9].[OH2:22].[OH2:23].O.O.O.O.[Mg+2].C(O[O-])(=O)C1C(=CC=CC=1)C([O-])=O. The catalyst is C(Cl)Cl.CO. The product is [F:1][C:2]1[CH:3]=[C:4]([C:10]2[CH2:14][O:13][C:12](=[O:15])[C:11]=2[C:16]2[CH:17]=[CH:18][CH:19]=[CH:20][CH:21]=2)[CH:5]=[CH:6][C:7]=1[S:8]([CH3:9])(=[O:23])=[O:22]. The yield is 0.320.